From a dataset of NCI-60 drug combinations with 297,098 pairs across 59 cell lines. Regression. Given two drug SMILES strings and cell line genomic features, predict the synergy score measuring deviation from expected non-interaction effect. (1) Drug 1: C1=C(C(=O)NC(=O)N1)F. Drug 2: CCCCC(=O)OCC(=O)C1(CC(C2=C(C1)C(=C3C(=C2O)C(=O)C4=C(C3=O)C=CC=C4OC)O)OC5CC(C(C(O5)C)O)NC(=O)C(F)(F)F)O. Cell line: SF-268. Synergy scores: CSS=30.6, Synergy_ZIP=7.42, Synergy_Bliss=7.01, Synergy_Loewe=8.74, Synergy_HSA=8.20. (2) Drug 1: CS(=O)(=O)CCNCC1=CC=C(O1)C2=CC3=C(C=C2)N=CN=C3NC4=CC(=C(C=C4)OCC5=CC(=CC=C5)F)Cl. Drug 2: CS(=O)(=O)OCCCCOS(=O)(=O)C. Cell line: COLO 205. Synergy scores: CSS=31.3, Synergy_ZIP=-9.66, Synergy_Bliss=-6.91, Synergy_Loewe=2.00, Synergy_HSA=-1.77. (3) Drug 1: C1CCC(CC1)NC(=O)N(CCCl)N=O. Drug 2: CC1=C(C(CCC1)(C)C)C=CC(=CC=CC(=CC(=O)O)C)C. Cell line: MDA-MB-231. Synergy scores: CSS=12.5, Synergy_ZIP=-5.02, Synergy_Bliss=1.43, Synergy_Loewe=-4.89, Synergy_HSA=-2.96. (4) Drug 2: CC1CCCC2(C(O2)CC(NC(=O)CC(C(C(=O)C(C1O)C)(C)C)O)C(=CC3=CSC(=N3)C)C)C. Synergy scores: CSS=12.5, Synergy_ZIP=-3.78, Synergy_Bliss=-2.43, Synergy_Loewe=-4.82, Synergy_HSA=-2.90. Cell line: A498. Drug 1: C1=NC2=C(N1)C(=S)N=C(N2)N. (5) Cell line: SW-620. Drug 1: COC1=NC(=NC2=C1N=CN2C3C(C(C(O3)CO)O)O)N. Drug 2: C1=NC(=NC(=O)N1C2C(C(C(O2)CO)O)O)N. Synergy scores: CSS=33.5, Synergy_ZIP=-8.35, Synergy_Bliss=2.21, Synergy_Loewe=-36.6, Synergy_HSA=1.01. (6) Drug 1: CCC(=C(C1=CC=CC=C1)C2=CC=C(C=C2)OCCN(C)C)C3=CC=CC=C3.C(C(=O)O)C(CC(=O)O)(C(=O)O)O. Drug 2: C#CCC(CC1=CN=C2C(=N1)C(=NC(=N2)N)N)C3=CC=C(C=C3)C(=O)NC(CCC(=O)O)C(=O)O. Cell line: SK-MEL-28. Synergy scores: CSS=37.7, Synergy_ZIP=1.50, Synergy_Bliss=-0.611, Synergy_Loewe=-16.3, Synergy_HSA=-0.678. (7) Drug 1: C1=CC(=CC=C1C#N)C(C2=CC=C(C=C2)C#N)N3C=NC=N3. Drug 2: CN(CCCl)CCCl.Cl. Cell line: HOP-62. Synergy scores: CSS=-4.33, Synergy_ZIP=9.24, Synergy_Bliss=16.1, Synergy_Loewe=1.66, Synergy_HSA=2.60. (8) Drug 1: CC1=C(C=C(C=C1)NC2=NC=CC(=N2)N(C)C3=CC4=NN(C(=C4C=C3)C)C)S(=O)(=O)N.Cl. Drug 2: C1CNP(=O)(OC1)N(CCCl)CCCl. Cell line: BT-549. Synergy scores: CSS=0.274, Synergy_ZIP=1.96, Synergy_Bliss=3.56, Synergy_Loewe=0.969, Synergy_HSA=0.902. (9) Drug 1: C1CNP(=O)(OC1)N(CCCl)CCCl. Drug 2: CC12CCC3C(C1CCC2OP(=O)(O)O)CCC4=C3C=CC(=C4)OC(=O)N(CCCl)CCCl.[Na+]. Cell line: TK-10. Synergy scores: CSS=4.05, Synergy_ZIP=-7.88, Synergy_Bliss=-2.07, Synergy_Loewe=-13.2, Synergy_HSA=-1.69.